This data is from Forward reaction prediction with 1.9M reactions from USPTO patents (1976-2016). The task is: Predict the product of the given reaction. (1) Given the reactants [Br:1][C:2]1[N:3]=[CH:4][C:5]([NH2:8])=[N:6][CH:7]=1.FC(F)(F)C(O[Si](C)(C)C)=O.[CH2:20](OC(OCC)OCC)C.[N:30]([Si](C)(C)C)=[N+:31]=[N-:32], predict the reaction product. The product is: [Br:1][C:2]1[CH:7]=[N:6][C:5]([N:8]2[CH:20]=[N:30][N:31]=[N:32]2)=[CH:4][N:3]=1. (2) Given the reactants [F:1][C:2]([F:19])([F:18])[C:3](=[O:17])[CH2:4][C:5]([C:7]1[CH:12]=[C:11]([CH3:13])[C:10]([O:14][CH3:15])=[CH:9][C:8]=1[CH3:16])=O.[CH3:20][NH:21][NH2:22], predict the reaction product. The product is: [CH3:15][O:14][C:10]1[C:11]([CH3:13])=[CH:12][C:7]([C:5]2[CH2:4][C:3]([C:2]([F:19])([F:18])[F:1])([OH:17])[N:21]([CH3:20])[N:22]=2)=[C:8]([CH3:16])[CH:9]=1.[CH3:15][O:14][C:10]1[C:11]([CH3:13])=[CH:12][C:7]([C:5]2[N:21]([CH3:20])[N:22]=[C:3]([C:2]([F:19])([F:18])[F:1])[CH:4]=2)=[C:8]([CH3:16])[CH:9]=1. (3) Given the reactants [CH3:1][C:2]1[N:3]=[C:4]([CH:15]=O)[N:5]([CH2:7][O:8][CH2:9][CH2:10][Si:11]([CH3:14])([CH3:13])[CH3:12])[CH:6]=1.CC1C=CC(S([CH2:27][N+:28]#[C-])(=O)=O)=CC=1.CC([O-])(C)C.[K+], predict the reaction product. The product is: [CH3:1][C:2]1[N:3]=[C:4]([CH2:15][C:27]#[N:28])[N:5]([CH2:7][O:8][CH2:9][CH2:10][Si:11]([CH3:14])([CH3:13])[CH3:12])[CH:6]=1. (4) Given the reactants [F:1][CH:2]([F:13])[S:3][C:4]1[CH:12]=[CH:11][C:7]([C:8]([OH:10])=O)=[CH:6][CH:5]=1.[NH:14]1[C:18]2=[N:19][CH:20]=[C:21]([CH2:23][NH:24]C)[CH:22]=[C:17]2[CH:16]=[CH:15]1.N, predict the reaction product. The product is: [F:13][CH:2]([F:1])[S:3][C:4]1[CH:5]=[CH:6][C:7]([C:8]([NH:24][CH2:23][C:21]2[CH:22]=[C:17]3[CH:16]=[CH:15][NH:14][C:18]3=[N:19][CH:20]=2)=[O:10])=[CH:11][CH:12]=1. (5) Given the reactants C([C@H]([C@@H](C(O)=O)O)O)(O)=O.[CH2:11]([N:18]1[CH2:22][CH2:21][CH:20]([C:23]2[NH:24][C:25](=[O:34])[C:26]3[C:31]([CH:32]=2)=[C:30]([CH3:33])[CH:29]=[CH:28][CH:27]=3)[CH2:19]1)[C:12]1[CH:17]=[CH:16][CH:15]=[CH:14][CH:13]=1.C(Cl)Cl.[OH-].[Na+].O, predict the reaction product. The product is: [CH2:11]([N:18]1[CH2:22][CH2:21][CH:20]([C:23]2[NH:24][C:25](=[O:34])[C:26]3[C:31]([CH:32]=2)=[C:30]([CH3:33])[CH:29]=[CH:28][CH:27]=3)[CH2:19]1)[C:12]1[CH:17]=[CH:16][CH:15]=[CH:14][CH:13]=1. (6) Given the reactants [H-].[Na+].[CH3:3][O:4][C:5]([C:7]1[CH:26]=[CH:25][C:10]([CH2:11][CH:12]([C:19]([O:21][CH2:22][CH:23]=[CH2:24])=[O:20])[C:13]([O:15][CH2:16][CH:17]=[CH2:18])=[O:14])=[CH:9][CH:8]=1)=[O:6].Br[CH2:28][CH2:29][C:30]1[CH:42]=[CH:41][C:33]([C:34]([O:36][C:37]([CH3:40])([CH3:39])[CH3:38])=[O:35])=[CH:32][CH:31]=1, predict the reaction product. The product is: [C:37]([O:36][C:34]([C:33]1[CH:41]=[CH:42][C:30]([CH2:29][CH2:28][C:12]([CH2:11][C:10]2[CH:9]=[CH:8][C:7]([C:5]([O:4][CH3:3])=[O:6])=[CH:26][CH:25]=2)([C:19]([O:21][CH2:22][CH:23]=[CH2:24])=[O:20])[C:13]([O:15][CH2:16][CH:17]=[CH2:18])=[O:14])=[CH:31][CH:32]=1)=[O:35])([CH3:40])([CH3:39])[CH3:38]. (7) The product is: [Br:13][C:8]1[CH:7]=[CH:6][C:5]2[N:4]=[CH:3][C:2]3[NH:1][C:22](=[O:23])[CH2:21][O:12][C:11]=3[C:10]=2[CH:9]=1. Given the reactants [NH2:1][C:2]1[CH:3]=[N:4][C:5]2[C:10]([C:11]=1[OH:12])=[CH:9][C:8]([Br:13])=[CH:7][CH:6]=2.C(=O)([O-])[O-].[K+].[K+].Cl[CH2:21][C:22](Cl)=[O:23], predict the reaction product. (8) Given the reactants [N+:1]([C:4]1[CH:5]=[CH:6][C:7]2[O:12][C@:11]([CH3:18])([CH:13]([O:16][CH3:17])[O:14][CH3:15])[C@@H:10]3[O:19][C@@H:9]3[C:8]=2[CH:20]=1)([O-:3])=[O:2].[Cl:21][C:22]1[CH:27]=[CH:26][CH:25]=[CH:24][C:23]=1[NH:28][CH2:29][C:30]1[N:31]=[N:32][N:33]([CH3:35])[N:34]=1, predict the reaction product. The product is: [N+:1]([C:4]1[CH:5]=[CH:6][C:7]2[O:12][C@:11]([CH3:18])([CH:13]([O:16][CH3:17])[O:14][CH3:15])[C@H:10]([OH:19])[C@@H:9]([N:28]([C:23]3[CH:24]=[CH:25][CH:26]=[CH:27][C:22]=3[Cl:21])[CH2:29][C:30]3[N:31]=[N:32][N:33]([CH3:35])[N:34]=3)[C:8]=2[CH:20]=1)([O-:3])=[O:2].